Dataset: Reaction yield outcomes from USPTO patents with 853,638 reactions. Task: Predict the reaction yield, written as a fraction of the theoretical maximum amount of product (1.0 means a 100% yield; for example, 0.34 means a 34% yield). (1) The reactants are [Cl:1][C:2]1[CH:7]=[CH:6][C:5]([C:8]23[NH:20][CH2:19][CH2:18][N:9]2[C:10](=[O:17])[C:11]2[N:12]([CH:14]=[CH:15][CH:16]=2)[CH2:13]3)=[CH:4][CH:3]=1.[Cl-].[Al+3].[Cl-].[Cl-].[C:25](Cl)(=[O:27])[CH3:26]. The catalyst is ClCCCl.C([O-])(O)=O.[Na+]. The product is [C:25]([C:15]1[CH:16]=[C:11]2[C:10](=[O:17])[N:9]3[CH2:18][CH2:19][NH:20][C:8]3([C:5]3[CH:6]=[CH:7][C:2]([Cl:1])=[CH:3][CH:4]=3)[CH2:13][N:12]2[CH:14]=1)(=[O:27])[CH3:26]. The yield is 0.400. (2) The reactants are [Cl-].[CH3:2][O:3][C:4]1[CH:5]=[CH:6][CH:7]=[C:8]2[C:12]=1[NH:11][CH:10]=[C:9]2[S+:13](C)[CH3:14]. The catalyst is CS(C)=O. The product is [CH3:2][O:3][C:4]1[CH:5]=[CH:6][CH:7]=[C:8]2[C:12]=1[NH:11][CH:10]=[C:9]2[S:13][CH3:14]. The yield is 0.875. (3) The reactants are Cl.[NH2:2][OH:3].C(=O)([O-])[O-].[Na+].[Na+].[OH:10][CH:11]1[C:19]2[CH:18]=[CH:17][CH:16]=[C:15]([C:20]#[N:21])[C:14]=2[CH2:13][CH2:12]1. The catalyst is CCO. The product is [OH:3][NH:2][C:20]([C:15]1[C:14]2[CH2:13][CH2:12][CH:11]([OH:10])[C:19]=2[CH:18]=[CH:17][CH:16]=1)=[NH:21]. The yield is 0.900. (4) The reactants are [C:1]([C:3]1[N:4]=[CH:5][C:6]([NH:9][C:10](=[O:18])OC2C=CC=CC=2)=[N:7][CH:8]=1)#[N:2].[C:19]([O:23][C:24]([N:26]1[CH2:31][CH2:30][O:29][C@@H:28]([C:32](=[O:46])[NH:33][CH2:34][CH2:35][C:36]2[CH:41]=[C:40]([O:42][CH3:43])[C:39]([NH2:44])=[CH:38][C:37]=2[Cl:45])[CH2:27]1)=[O:25])([CH3:22])([CH3:21])[CH3:20]. The catalyst is CN(C=O)C. The product is [C:19]([O:23][C:24]([N:26]1[CH2:31][CH2:30][O:29][C@@H:28]([C:32](=[O:46])[NH:33][CH2:34][CH2:35][C:36]2[CH:41]=[C:40]([O:42][CH3:43])[C:39]([NH:44][C:10]([NH:9][C:6]3[CH:5]=[N:4][C:3]([C:1]#[N:2])=[CH:8][N:7]=3)=[O:18])=[CH:38][C:37]=2[Cl:45])[CH2:27]1)=[O:25])([CH3:22])([CH3:20])[CH3:21]. The yield is 0.540. (5) The reactants are [Li+].CC([N-]C(C)C)C.[C:9]([O:15][CH2:16][CH3:17])(=[O:14])[CH2:10][CH2:11][CH:12]=[CH2:13].[Br:18][C:19]1[CH:26]=[CH:25][C:22]([CH2:23]Br)=[C:21]([Cl:27])[CH:20]=1. The catalyst is C1COCC1. The product is [Br:18][C:19]1[CH:26]=[CH:25][C:22]([CH2:23][CH:10]([CH2:11][CH:12]=[CH2:13])[C:9]([O:15][CH2:16][CH3:17])=[O:14])=[C:21]([Cl:27])[CH:20]=1. The yield is 0.730. (6) The reactants are F[C:2]1[N:7]=[C:6]([C:8]2[C:16]3[C:11](=[CH:12][N:13]=[C:14]([C:17]4[CH:18]=[N:19][N:20]([CH3:22])[CH:21]=4)[CH:15]=3)[N:10](C3CCCCO3)[N:9]=2)[CH:5]=[CH:4][CH:3]=1.[NH:29]1[CH2:34][CH2:33][CH:32]([CH2:35][NH:36]C(=O)OC(C)(C)C)[CH2:31][CH2:30]1. No catalyst specified. The product is [CH3:22][N:20]1[CH:21]=[C:17]([C:14]2[CH:15]=[C:16]3[C:8]([C:6]4[N:7]=[C:2]([N:29]5[CH2:34][CH2:33][CH:32]([CH2:35][NH2:36])[CH2:31][CH2:30]5)[CH:3]=[CH:4][CH:5]=4)=[N:9][NH:10][C:11]3=[CH:12][N:13]=2)[CH:18]=[N:19]1. The yield is 0.630.